Dataset: Forward reaction prediction with 1.9M reactions from USPTO patents (1976-2016). Task: Predict the product of the given reaction. (1) Given the reactants Br[C:2]1[S:3][CH:4]=[C:5]([C:7]([CH3:10])([CH3:9])[CH3:8])[N:6]=1.[CH3:11][C:12]1[CH:13]=[C:14]([CH:19]=[CH:20][C:21]=1B1OC(C)(C)C(C)(C)O1)[C:15]([O:17][CH3:18])=[O:16].C(=O)([O-])[O-].[K+].[K+], predict the reaction product. The product is: [C:7]([C:5]1[N:6]=[C:2]([C:21]2[CH:20]=[CH:19][C:14]([C:15]([O:17][CH3:18])=[O:16])=[CH:13][C:12]=2[CH3:11])[S:3][CH:4]=1)([CH3:10])([CH3:9])[CH3:8]. (2) Given the reactants [CH2:1]([O:8][C:9]1[CH:22]=[CH:21][C:20]([Cl:23])=[CH:19][C:10]=1[CH:11]=[N:12][C:13]1[CH:14]=[N:15][CH:16]=[CH:17][CH:18]=1)[C:2]1[CH:7]=[CH:6][CH:5]=[CH:4][CH:3]=1.[H-].[Na+].[CH3:26][N:27](C=O)[CH3:28], predict the reaction product. The product is: [CH2:1]([O:8][C:9]1[CH:22]=[CH:21][C:20]([Cl:23])=[CH:19][C:10]=1[C:11]1[N:12]([C:13]2[CH:14]=[N:15][CH:16]=[CH:17][CH:18]=2)[CH:28]=[N:27][CH:26]=1)[C:2]1[CH:3]=[CH:4][CH:5]=[CH:6][CH:7]=1. (3) Given the reactants C(O)CO.[SH:5][C:6]1[CH:11]=[CH:10][CH:9]=[CH:8][N:7]=1.I[C:13]1[C:21]2[C:16](=[CH:17][CH:18]=[CH:19][CH:20]=2)[NH:15][N:14]=1.C(=O)([O-])[O-].[K+].[K+], predict the reaction product. The product is: [N:7]1[CH:8]=[CH:9][CH:10]=[CH:11][C:6]=1[S:5][C:13]1[C:21]2[C:16](=[CH:17][CH:18]=[CH:19][CH:20]=2)[NH:15][N:14]=1. (4) The product is: [NH2:1][C:2]1[C:6]([C:7]([O-:9])=[O:8])=[CH:5][N:4]([C:12]2[CH:13]=[N:14][CH:15]=[CH:16][CH:17]=2)[N:3]=1.[Na+:19]. Given the reactants [NH2:1][C:2]1[C:6]([C:7]([O:9]CC)=[O:8])=[CH:5][N:4]([C:12]2[CH:13]=[N:14][CH:15]=[CH:16][CH:17]=2)[N:3]=1.[OH-].[Na+:19], predict the reaction product. (5) The product is: [Br:14][C:3]1[CH:4]=[C:5]([CH2:8][C:9]([O:11][CH2:12][CH3:13])=[O:10])[CH:6]=[CH:7][CH:2]=1. Given the reactants Br[C:2]1[CH:7]=[CH:6][C:5]([CH2:8][C:9]([O:11][CH2:12][CH3:13])=[O:10])=[CH:4][CH:3]=1.[Br:14]C1C=C(CC(O)=O)C=CC=1, predict the reaction product.